From a dataset of Forward reaction prediction with 1.9M reactions from USPTO patents (1976-2016). Predict the product of the given reaction. (1) Given the reactants [F:1][C:2]1[CH:3]=[C:4]([CH:24]=[CH:25][CH:26]=1)[CH2:5][NH:6][C:7]1[CH:8]=[CH:9][C:10]2[N:11]([C:13]([C:16]3[CH:23]=[CH:22][C:19]([C:20]#[N:21])=[CH:18][CH:17]=3)=[CH:14][N:15]=2)[N:12]=1.[NH4+].[Cl-].[N-:29]=[N+:30]=[N-:31].[Na+], predict the reaction product. The product is: [F:1][C:2]1[CH:3]=[C:4]([CH:24]=[CH:25][CH:26]=1)[CH2:5][NH:6][C:7]1[CH:8]=[CH:9][C:10]2[N:11]([C:13]([C:16]3[CH:23]=[CH:22][C:19]([C:20]4[N:29]=[N:30][NH:31][N:21]=4)=[CH:18][CH:17]=3)=[CH:14][N:15]=2)[N:12]=1. (2) The product is: [Cl:11][C:7]1[C:6]2[N:12]([C@@H:13]3[CH2:17][CH2:16][N:15]([C:18]([O:20][C:21]([CH3:24])([CH3:23])[CH3:22])=[O:19])[CH2:14]3)[C:1]([CH3:2])=[N:4][C:5]=2[CH:10]=[CH:9][CH:8]=1. Given the reactants [C:1]([NH:4][C:5]1[CH:10]=[CH:9][CH:8]=[C:7]([Cl:11])[C:6]=1[NH:12][C@@H:13]1[CH2:17][CH2:16][N:15]([C:18]([O:20][C:21]([CH3:24])([CH3:23])[CH3:22])=[O:19])[CH2:14]1)(=O)[CH3:2], predict the reaction product. (3) Given the reactants [F:1][C:2]1[C:11]2[O:10][CH2:9][C:8](=[O:12])[NH:7][C:6]=2[CH:5]=[CH:4][CH:3]=1.C([O-])([O-])=O.[Cs+].[Cs+].[Cl:19][CH2:20][CH2:21][CH2:22]I, predict the reaction product. The product is: [Cl:19][CH2:20][CH2:21][CH2:22][N:7]1[C:6]2[CH:5]=[CH:4][CH:3]=[C:2]([F:1])[C:11]=2[O:10][CH2:9][C:8]1=[O:12]. (4) Given the reactants [N+:1]([C:4]1[CH:5]=[C:6]([O:10][CH3:11])[CH:7]=[CH:8][CH:9]=1)([O-:3])=[O:2].Cl.CO[NH2:15].CC(C)([O-])C.[K+], predict the reaction product. The product is: [NH2:15][C:5]1[C:6]([O:10][CH3:11])=[CH:7][CH:8]=[CH:9][C:4]=1[N+:1]([O-:3])=[O:2]. (5) The product is: [O:1]1[C:5]2[CH:6]=[CH:7][C:8]([CH:15]([N:23]3[CH2:24][CH2:25][N:20]([CH3:19])[CH2:21][CH2:22]3)[C:14]([OH:18])=[O:17])=[CH:9][C:4]=2[O:3][CH2:2]1. Given the reactants [O:1]1[C:5]2[CH:6]=[CH:7][C:8](B(O)O)=[CH:9][C:4]=2[O:3][CH2:2]1.O.[C:14]([OH:18])(=[O:17])[CH:15]=O.[CH3:19][N:20]1[CH2:25][CH2:24][NH:23][CH2:22][CH2:21]1, predict the reaction product. (6) Given the reactants [CH3:1][C:2]1[N+:3]([O-])=[C:4]([C:8]2[CH:13]=[CH:12][C:11]([CH:14]([CH3:16])[CH3:15])=[CH:10][CH:9]=2)[O:5][C:6]=1[CH3:7].P(Cl)(Cl)([Cl:20])=O.N, predict the reaction product. The product is: [Cl:20][CH2:1][C:2]1[N:3]=[C:4]([C:8]2[CH:13]=[CH:12][C:11]([CH:14]([CH3:16])[CH3:15])=[CH:10][CH:9]=2)[O:5][C:6]=1[CH3:7]. (7) The product is: [C:32]([S:34][CH2:42][CH2:43][N:44]([CH2:62][CH2:63][C:64]1[CH:65]=[CH:66][CH:67]=[CH:68][CH:69]=1)[C:45](=[O:61])[NH:46][C@@H:47]([CH2:57][CH:58]([CH3:59])[CH3:60])[C:48]([N:50]1[CH2:51][CH2:52][N:53]([CH3:56])[CH2:54][CH2:55]1)=[O:49])(=[O:35])[CH3:33]. Given the reactants C1(P(C2C=CC=CC=2)C2C=CC=CC=2)C=CC=CC=1.N(C(OCC)=O)=NC(OCC)=O.[C:32]([OH:35])(=[S:34])[CH3:33].C(=O)([O-])O.[Na+].O[CH2:42][CH2:43][N:44]([CH2:62][CH2:63][C:64]1[CH:69]=[CH:68][CH:67]=[CH:66][CH:65]=1)[C:45](=[O:61])[NH:46][C@@H:47]([CH2:57][CH:58]([CH3:60])[CH3:59])[C:48]([N:50]1[CH2:55][CH2:54][N:53]([CH3:56])[CH2:52][CH2:51]1)=[O:49], predict the reaction product. (8) The product is: [C:1]1([CH3:18])[CH:2]=[CH:3][C:4]([S:7]([O:10][CH2:11][CH2:12][S:13]([C:14]([F:16])([F:17])[F:15])=[O:27])(=[O:8])=[O:9])=[CH:5][CH:6]=1. Given the reactants [C:1]1([CH3:18])[CH:6]=[CH:5][C:4]([S:7]([O:10][CH2:11][CH2:12][S:13][C:14]([F:17])([F:16])[F:15])(=[O:9])=[O:8])=[CH:3][CH:2]=1.ClC1C=CC=C(C(OO)=[O:27])C=1, predict the reaction product. (9) Given the reactants N#N.Br[C:4]1[CH:5]=[C:6]([N+:11]([O-:13])=[O:12])[C:7]([CH3:10])=[N:8][CH:9]=1.CCN(CC)CC.[CH3:21][N:22]([CH3:26])[CH2:23][C:24]#[CH:25], predict the reaction product. The product is: [CH3:21][N:22]([CH3:26])[CH2:23][C:24]#[C:25][C:4]1[CH:9]=[N:8][C:7]([CH3:10])=[C:6]([N+:11]([O-:13])=[O:12])[CH:5]=1. (10) Given the reactants [CH3:1][O:2][C:3]1[CH:8]=[CH:7][C:6]([S:9]([C:12]([CH2:24][C:25]#[C:26][CH2:27][CH2:28][CH2:29][CH2:30][CH3:31])([CH2:16][C:17]#[C:18][CH2:19][CH2:20][CH2:21][CH2:22][CH3:23])[C:13](O)=[O:14])(=[O:11])=[O:10])=[CH:5][CH:4]=1.Cl.[NH2:33][OH:34].[K+].[Br-], predict the reaction product. The product is: [OH:34][NH:33][C:13](=[O:14])[C:12]([S:9]([C:6]1[CH:7]=[CH:8][C:3]([O:2][CH3:1])=[CH:4][CH:5]=1)(=[O:11])=[O:10])([CH2:24][C:25]#[C:26][CH2:27][CH2:28][CH2:29][CH2:30][CH3:31])[CH2:16][C:17]#[C:18][CH2:19][CH2:20][CH2:21][CH2:22][CH3:23].